Dataset: Forward reaction prediction with 1.9M reactions from USPTO patents (1976-2016). Task: Predict the product of the given reaction. (1) The product is: [F:27][C:25]1[CH:24]=[CH:23][C:22]([CH3:28])=[C:21]([CH:26]=1)[O:20][C:10]1[N:11]([C:14]2[CH:15]=[CH:16][CH:17]=[CH:18][CH:19]=2)[C:12]2[C:8]([C:9]=1[C:29]([N:31]1[CH2:36][CH2:35][NH:34][CH2:33][CH2:32]1)=[O:30])=[CH:7][CH:6]=[C:5]([C:3]([OH:4])=[O:2])[CH:13]=2. Given the reactants C[O:2][C:3]([C:5]1[CH:13]=[C:12]2[C:8]([C:9]([C:29]([N:31]3[CH2:36][CH2:35][N:34](C(OC(C)(C)C)=O)[CH2:33][CH2:32]3)=[O:30])=[C:10]([O:20][C:21]3[CH:26]=[C:25]([F:27])[CH:24]=[CH:23][C:22]=3[CH3:28])[N:11]2[C:14]2[CH:19]=[CH:18][CH:17]=[CH:16][CH:15]=2)=[CH:7][CH:6]=1)=[O:4].[OH-].[Na+], predict the reaction product. (2) Given the reactants [Cl:1][C:2]1[CH:3]=[N+:4]([O-:27])[CH:5]=[C:6]([Cl:26])[C:7]=1[CH2:8][C@@H:9]([C:11]1[CH:16]=[CH:15][C:14]([O:17][CH:18]([F:20])[F:19])=[C:13]([O:21][CH2:22][CH:23]2[CH2:25][CH2:24]2)[CH:12]=1)[OH:10].[CH3:28][O:29][C:30]1[CH:31]=[C:32]([S:38]([O:41][CH2:42][C:43](O)=[O:44])(=[O:40])=[O:39])[CH:33]=[CH:34][C:35]=1[O:36][CH3:37].C(Cl)CCl, predict the reaction product. The product is: [Cl:1][C:2]1[CH:3]=[N+:4]([O-:27])[CH:5]=[C:6]([Cl:26])[C:7]=1[CH2:8][C@@H:9]([C:11]1[CH:16]=[CH:15][C:14]([O:17][CH:18]([F:20])[F:19])=[C:13]([O:21][CH2:22][CH:23]2[CH2:25][CH2:24]2)[CH:12]=1)[O:10][C:43](=[O:44])[CH2:42][O:41][S:38]([C:32]1[CH:33]=[CH:34][C:35]([O:36][CH3:37])=[C:30]([O:29][CH3:28])[CH:31]=1)(=[O:40])=[O:39]. (3) The product is: [C:1]([CH:3]1[C:12]([C:13]2[CH:14]=[N:15][CH:16]=[C:17]([CH3:19])[CH:18]=2)=[C:11]2[C:6](=[C:7]3[CH:22]=[CH:21][N:20]=[C:8]3[CH:9]=[CH:10]2)[O:5][C:4]1=[O:24])#[N:2]. Given the reactants [C:1]([CH:3]1[C:12]([C:13]2[CH:14]=[N:15][CH:16]=[C:17]([CH3:19])[CH:18]=2)=[C:11]2[C:6](=[C:7]3[CH:22]=[CH:21][N:20]=[C:8]3[CH:9]=[CH:10]2)[O:5][C:4]1=N)#[N:2].[OH-:24].[Na+], predict the reaction product. (4) Given the reactants [F:1][C:2]1[CH:3]=[C:4]([C:29]2[C:30]([C:35]#[N:36])=[CH:31][CH:32]=[CH:33][CH:34]=2)[CH:5]=[CH:6][C:7]=1[CH2:8][C:9]1[C:10](=[O:28])[N:11]([C@H:21]2[CH2:26][CH2:25][C@H:24]([OH:27])[CH2:23][CH2:22]2)[C:12]2[N:13]([N:18]=[CH:19][CH:20]=2)[C:14]=1[CH2:15][CH2:16][CH3:17].[N+](=[CH:39][C:40]([O:42][CH2:43][CH3:44])=[O:41])=[N-].C(OCC)(=O)C.O, predict the reaction product. The product is: [C:35]([C:30]1[CH:31]=[CH:32][CH:33]=[CH:34][C:29]=1[C:4]1[CH:5]=[CH:6][C:7]([CH2:8][C:9]2[C:10](=[O:28])[N:11]([C@H:21]3[CH2:26][CH2:25][C@H:24]([O:27][CH2:39][C:40]([O:42][CH2:43][CH3:44])=[O:41])[CH2:23][CH2:22]3)[C:12]3[N:13]([N:18]=[CH:19][CH:20]=3)[C:14]=2[CH2:15][CH2:16][CH3:17])=[C:2]([F:1])[CH:3]=1)#[N:36]. (5) Given the reactants [F:1][C:2]1([F:19])[O:6][C:5]2[CH:7]=[CH:8][CH:9]=[C:10]([C:11]3[CH:16]=[CH:15][N:14]=[C:13](SC)[N:12]=3)[C:4]=2[O:3]1.O[O:21][S:22]([O-:24])=O.[K+].[C:26]([O-])(O)=O.[Na+], predict the reaction product. The product is: [F:19][C:2]1([F:1])[O:6][C:5]2[CH:7]=[CH:8][CH:9]=[C:10]([C:11]3[CH:16]=[CH:15][N:14]=[C:13]([S:22]([CH3:26])(=[O:24])=[O:21])[N:12]=3)[C:4]=2[O:3]1. (6) The product is: [Cl:59][C:47]1[CH:46]=[C:45]([NH:44][C:32]2[C:31]3[C:36](=[CH:37][C:38]([O:39][CH2:40][CH2:41][O:42][CH3:43])=[C:29]([NH:28][C:26]([C@H:25]([NH:24][C:1](=[O:5])[CH:2]=[CH2:3])[CH3:60])=[O:27])[CH:30]=3)[N:35]=[CH:34][N:33]=2)[CH:50]=[CH:49][C:48]=1[O:51][CH2:52][C:53]1[CH:58]=[CH:57][CH:56]=[CH:55][N:54]=1. Given the reactants [C:1]([OH:5])(=O)[CH:2]=[CH2:3].N1C=CC=CC=1.Cl.CN(C)CCCN=C=NCC.[NH2:24][CH:25]([CH3:60])[C:26]([NH:28][C:29]1[CH:30]=[C:31]2[C:36](=[CH:37][C:38]=1[O:39][CH2:40][CH2:41][O:42][CH3:43])[N:35]=[CH:34][N:33]=[C:32]2[NH:44][C:45]1[CH:50]=[CH:49][C:48]([O:51][CH2:52][C:53]2[CH:58]=[CH:57][CH:56]=[CH:55][N:54]=2)=[C:47]([Cl:59])[CH:46]=1)=[O:27], predict the reaction product. (7) Given the reactants [C:1]([OH:12])(=O)/[CH:2]=[CH:3]/[CH2:4][CH2:5][CH2:6][CH2:7][CH2:8][CH2:9][CH3:10].Cl.Cl.[CH3:15][N:16]([CH3:29])[C:17]1[CH:22]=[CH:21][C:20]([N:23]2[CH2:28][CH2:27][NH:26][CH2:25][CH2:24]2)=[CH:19][CH:18]=1, predict the reaction product. The product is: [C:1]([N:26]1[CH2:25][CH2:24][N:23]([C:20]2[CH:19]=[CH:18][C:17]([N:16]([CH3:29])[CH3:15])=[CH:22][CH:21]=2)[CH2:28][CH2:27]1)(=[O:12])/[CH:2]=[CH:3]/[CH2:4][CH2:5][CH2:6][CH2:7][CH2:8][CH2:9][CH3:10].